The task is: Regression. Given two drug SMILES strings and cell line genomic features, predict the synergy score measuring deviation from expected non-interaction effect.. This data is from NCI-60 drug combinations with 297,098 pairs across 59 cell lines. (1) Drug 1: C1CC(=O)NC(=O)C1N2CC3=C(C2=O)C=CC=C3N. Drug 2: C1CN(CCN1C(=O)CCBr)C(=O)CCBr. Cell line: PC-3. Synergy scores: CSS=13.7, Synergy_ZIP=-5.49, Synergy_Bliss=0.732, Synergy_Loewe=0.494, Synergy_HSA=2.58. (2) Drug 1: COC1=C(C=C2C(=C1)N=CN=C2NC3=CC(=C(C=C3)F)Cl)OCCCN4CCOCC4. Drug 2: C1=NC(=NC(=O)N1C2C(C(C(O2)CO)O)O)N. Cell line: A549. Synergy scores: CSS=30.0, Synergy_ZIP=5.24, Synergy_Bliss=6.15, Synergy_Loewe=2.81, Synergy_HSA=4.82. (3) Drug 1: CS(=O)(=O)C1=CC(=C(C=C1)C(=O)NC2=CC(=C(C=C2)Cl)C3=CC=CC=N3)Cl. Drug 2: C(CN)CNCCSP(=O)(O)O. Cell line: K-562. Synergy scores: CSS=13.6, Synergy_ZIP=-3.87, Synergy_Bliss=-0.865, Synergy_Loewe=-5.54, Synergy_HSA=-3.24. (4) Synergy scores: CSS=44.5, Synergy_ZIP=-0.492, Synergy_Bliss=0.798, Synergy_Loewe=-24.7, Synergy_HSA=0.944. Drug 1: CC12CCC(CC1=CCC3C2CCC4(C3CC=C4C5=CN=CC=C5)C)O. Drug 2: C1=CN(C(=O)N=C1N)C2C(C(C(O2)CO)O)O.Cl. Cell line: SW-620. (5) Drug 1: CN(C)N=NC1=C(NC=N1)C(=O)N. Drug 2: C1=CC(=CC=C1CCCC(=O)O)N(CCCl)CCCl. Cell line: OVCAR-5. Synergy scores: CSS=17.9, Synergy_ZIP=1.12, Synergy_Bliss=9.71, Synergy_Loewe=4.11, Synergy_HSA=9.11. (6) Drug 1: C1=CC=C(C=C1)NC(=O)CCCCCCC(=O)NO. Drug 2: C1=NNC2=C1C(=O)NC=N2. Cell line: RXF 393. Synergy scores: CSS=3.52, Synergy_ZIP=-4.44, Synergy_Bliss=-3.90, Synergy_Loewe=-4.32, Synergy_HSA=-3.80. (7) Drug 1: CC1CCC2CC(C(=CC=CC=CC(CC(C(=O)C(C(C(=CC(C(=O)CC(OC(=O)C3CCCCN3C(=O)C(=O)C1(O2)O)C(C)CC4CCC(C(C4)OC)OCCO)C)C)O)OC)C)C)C)OC. Drug 2: C(CN)CNCCSP(=O)(O)O. Cell line: CCRF-CEM. Synergy scores: CSS=-1.08, Synergy_ZIP=-0.131, Synergy_Bliss=0.429, Synergy_Loewe=-1.50, Synergy_HSA=-1.33. (8) Drug 1: C1=NC2=C(N1)C(=S)N=CN2. Drug 2: CS(=O)(=O)OCCCCOS(=O)(=O)C. Cell line: COLO 205. Synergy scores: CSS=16.7, Synergy_ZIP=-11.8, Synergy_Bliss=-5.28, Synergy_Loewe=-8.52, Synergy_HSA=-2.40.